From a dataset of NCI-60 drug combinations with 297,098 pairs across 59 cell lines. Regression. Given two drug SMILES strings and cell line genomic features, predict the synergy score measuring deviation from expected non-interaction effect. (1) Cell line: MOLT-4. Synergy scores: CSS=14.3, Synergy_ZIP=-2.26, Synergy_Bliss=-2.04, Synergy_Loewe=1.44, Synergy_HSA=-1.00. Drug 2: C(CCl)NC(=O)N(CCCl)N=O. Drug 1: CC12CCC3C(C1CCC2O)C(CC4=C3C=CC(=C4)O)CCCCCCCCCS(=O)CCCC(C(F)(F)F)(F)F. (2) Drug 1: C1=CC(=CC=C1CCCC(=O)O)N(CCCl)CCCl. Drug 2: CC1C(C(CC(O1)OC2CC(OC(C2O)C)OC3=CC4=CC5=C(C(=O)C(C(C5)C(C(=O)C(C(C)O)O)OC)OC6CC(C(C(O6)C)O)OC7CC(C(C(O7)C)O)OC8CC(C(C(O8)C)O)(C)O)C(=C4C(=C3C)O)O)O)O. Cell line: ACHN. Synergy scores: CSS=47.7, Synergy_ZIP=1.14, Synergy_Bliss=0.703, Synergy_Loewe=0.487, Synergy_HSA=0.944.